From a dataset of Catalyst prediction with 721,799 reactions and 888 catalyst types from USPTO. Predict which catalyst facilitates the given reaction. (1) Reactant: [Br:1][C:2]1[CH:3]=[C:4]([C:21]([O:23]C)=O)[C:5]2[NH:6][C:7]3[CH:8]=[C:9]([N:15]4[CH2:20][CH2:19][O:18][CH2:17][CH2:16]4)[CH:10]=[CH:11][C:12]=3[C:13]=2[N:14]=1.[NH3:25]. Product: [Br:1][C:2]1[CH:3]=[C:4]([C:21]([NH2:25])=[O:23])[C:5]2[NH:6][C:7]3[CH:8]=[C:9]([N:15]4[CH2:16][CH2:17][O:18][CH2:19][CH2:20]4)[CH:10]=[CH:11][C:12]=3[C:13]=2[N:14]=1. The catalyst class is: 5. (2) Reactant: [CH:1]1([S:4]([NH:7][C:8]([C:10]2([NH:15][C:16]([C@@H:18]3[CH2:22][C@@H:21]([O:23][C:24]4[C:25]5[O:42][C:41]6[CH:43]=[CH:44][CH:45]=[CH:46][C:40]=6[C:26]=5[N:27]=[C:28]([C:30]5[CH:35]=[CH:34][C:33]([O:36][CH:37]([CH3:39])[CH3:38])=[CH:32][CH:31]=5)[N:29]=4)[CH2:20][N:19]3[C:47](=[O:62])[C@@H:48]([NH:53][C:54]3[S:55][CH:56]=[C:57]([C:59]([OH:61])=[O:60])[N:58]=3)[C:49]([CH3:52])([CH3:51])[CH3:50])=[O:17])[CH2:12][C@H:11]2[CH:13]=[CH2:14])=[O:9])(=[O:6])=[O:5])[CH2:3][CH2:2]1.[CH3:63]N1CCOCC1.F[P-](F)(F)(F)(F)F.N1(OC(N(C)C)=[N+](C)C)C2N=CC=CC=2N=N1.ON1C2C=CC=CC=2N=N1.CO. Product: [CH:1]1([S:4]([NH:7][C:8]([C:10]2([NH:15][C:16]([C@@H:18]3[CH2:22][C@@H:21]([O:23][C:24]4[C:25]5[O:42][C:41]6[CH:43]=[CH:44][CH:45]=[CH:46][C:40]=6[C:26]=5[N:27]=[C:28]([C:30]5[CH:35]=[CH:34][C:33]([O:36][CH:37]([CH3:38])[CH3:39])=[CH:32][CH:31]=5)[N:29]=4)[CH2:20][N:19]3[C:47](=[O:62])[C@@H:48]([NH:53][C:54]3[S:55][CH:56]=[C:57]([C:59]([O:61][CH3:63])=[O:60])[N:58]=3)[C:49]([CH3:50])([CH3:51])[CH3:52])=[O:17])[CH2:12][C@H:11]2[CH:13]=[CH2:14])=[O:9])(=[O:5])=[O:6])[CH2:2][CH2:3]1. The catalyst class is: 2. (3) Reactant: [F:1][C:2]1[CH:3]=[C:4]([CH:26]=[CH:27][CH:28]=1)[O:5][C:6]1[CH:11]=[CH:10][C:9]([NH:12][C:13]2[C:14]3[C:24](=[O:25])[NH:23][CH:22]=[CH:21][C:15]=3[N:16]=[C:17]([S:19][CH3:20])[N:18]=2)=[CH:8][CH:7]=1.[Br:29]N1C(=O)CCC1=O. Product: [Br:29][C:21]1[C:15]2[N:16]=[C:17]([S:19][CH3:20])[N:18]=[C:13]([NH:12][C:9]3[CH:8]=[CH:7][C:6]([O:5][C:4]4[CH:26]=[CH:27][CH:28]=[C:2]([F:1])[CH:3]=4)=[CH:11][CH:10]=3)[C:14]=2[C:24](=[O:25])[NH:23][CH:22]=1. The catalyst class is: 3. (4) Reactant: P(OP(O)(O)=O)(O)(O)=O.O.[Cl:11][C:12]1[CH:13]=[CH:14][C:15]([O:25][C:26]2[CH:31]=[CH:30][CH:29]=[CH:28][CH:27]=2)=[C:16]([C:18](=[CH:23]O)[C:19]([O:21][CH3:22])=[O:20])[CH:17]=1. Product: [Cl:11][C:12]1[CH:13]=[CH:14][C:15]2[O:25][C:26]3[CH:31]=[CH:30][CH:29]=[CH:28][C:27]=3[CH:23]=[C:18]([C:19]([O:21][CH3:22])=[O:20])[C:16]=2[CH:17]=1. The catalyst class is: 282. (5) The catalyst class is: 404. Reactant: [Cl:1][C:2]1[CH:9]=[CH:8][C:5]([C:6]#[N:7])=[C:4]([O:10][C:11]2[CH:16]=[CH:15][CH:14]=[C:13]([CH:17]=O)[CH:12]=2)[CH:3]=1.[NH2:19][CH2:20][CH2:21][CH2:22][OH:23].C([BH3-])#N.[Na+].[C:28]([OH:35])(=[O:34])/[CH:29]=[CH:30]/[C:31]([OH:33])=[O:32]. Product: [C:28]([OH:35])(=[O:34])/[CH:29]=[CH:30]/[C:31]([OH:33])=[O:32].[Cl:1][C:2]1[CH:9]=[CH:8][C:5]([C:6]#[N:7])=[C:4]([O:10][C:11]2[CH:16]=[CH:15][CH:14]=[C:13]([CH2:17][NH:19][CH2:20][CH2:21][CH2:22][OH:23])[CH:12]=2)[CH:3]=1. (6) Reactant: [OH:1][CH:2]1[CH2:7][CH2:6][N:5]([C:8]([O:10][C:11]([CH3:14])([CH3:13])[CH3:12])=[O:9])[CH2:4][CH2:3]1.O[C:16]1[CH:21]=[CH:20][C:19]([C:22]([F:25])([F:24])[F:23])=[CH:18][CH:17]=1.C(P(CCCC)CCCC)CCC.N(C(N1CCCCC1)=O)=NC(N1CCCCC1)=O. Product: [F:23][C:22]([F:25])([F:24])[C:19]1[CH:20]=[CH:21][C:16]([O:1][CH:2]2[CH2:3][CH2:4][N:5]([C:8]([O:10][C:11]([CH3:14])([CH3:13])[CH3:12])=[O:9])[CH2:6][CH2:7]2)=[CH:17][CH:18]=1. The catalyst class is: 638. (7) Reactant: [CH3:1][C:2]1[CH:7]=[C:6]([CH3:8])[NH:5][C:4](=[O:9])[C:3]=1[CH2:10][NH:11][C:12]([C:14]1[C:22]2[C:17](=[CH:18][CH:19]=[CH:20][CH:21]=2)[NH:16][C:15]=1[CH3:23])=[O:13].[H-].[Na+].Br[CH:27]([C:29]1[CH:34]=[CH:33][C:32]([F:35])=[CH:31][CH:30]=1)[CH3:28]. Product: [CH3:1][C:2]1[CH:7]=[C:6]([CH3:8])[NH:5][C:4](=[O:9])[C:3]=1[CH2:10][NH:11][C:12]([C:14]1[C:22]2[C:17](=[CH:18][CH:19]=[CH:20][CH:21]=2)[N:16]([CH:27]([C:29]2[CH:34]=[CH:33][C:32]([F:35])=[CH:31][CH:30]=2)[CH3:28])[C:15]=1[CH3:23])=[O:13]. The catalyst class is: 3. (8) Reactant: [CH3:1][O:2][C:3]([C@H:5]1[NH:21][C:20](=[O:22])[C@H:19]([CH:23]([CH3:25])[CH3:24])[NH:18][C:17](=[O:26])[C@@H:16]([NH:27]C(OC(C)(C)C)=O)[CH2:15][C:14]2=[CH:35][CH:36]=[C:11]([CH:12]=[CH:13]2)[O:10][CH2:9][CH2:8][CH2:7][CH2:6]1)=[O:4].[ClH:37]. Product: [ClH:37].[CH3:1][O:2][C:3]([C@H:5]1[NH:21][C:20](=[O:22])[C@H:19]([CH:23]([CH3:25])[CH3:24])[NH:18][C:17](=[O:26])[C@@H:16]([NH2:27])[CH2:15][C:14]2=[CH:35][CH:36]=[C:11]([CH:12]=[CH:13]2)[O:10][CH2:9][CH2:8][CH2:7][CH2:6]1)=[O:4]. The catalyst class is: 12.